This data is from Catalyst prediction with 721,799 reactions and 888 catalyst types from USPTO. The task is: Predict which catalyst facilitates the given reaction. (1) Reactant: [OH:1][C:2]1[CH:3]=[CH:4][C:5]2[N:9]=[C:8]([C:10]([OH:12])=O)[NH:7][C:6]=2[CH:13]=1.C(N(CC)CC)C.Cl.[CH:22](=[C:29]1[CH2:34][CH2:33][NH:32][CH2:31][CH2:30]1)[C:23]1[CH:28]=[CH:27][CH:26]=[CH:25][CH:24]=1.CN(C(ON1N=NC2C=CC=CC1=2)=[N+](C)C)C.F[P-](F)(F)(F)(F)F. Product: [CH:22](=[C:29]1[CH2:34][CH2:33][N:32]([C:10]([C:8]2[NH:7][C:6]3[CH:13]=[C:2]([OH:1])[CH:3]=[CH:4][C:5]=3[N:9]=2)=[O:12])[CH2:31][CH2:30]1)[C:23]1[CH:28]=[CH:27][CH:26]=[CH:25][CH:24]=1. The catalyst class is: 9. (2) Reactant: [O:1]=[C:2]1[NH:7][C:6]([CH2:8][NH:9]C(=O)OCC2C=CC=CC=2)=[N:5][C:4]2[CH2:20][CH2:21][O:22][CH2:23][C:3]1=2. The catalyst class is: 19. Product: [NH2:9][CH2:8][C:6]1[NH:7][C:2](=[O:1])[C:3]2[CH2:23][O:22][CH2:21][CH2:20][C:4]=2[N:5]=1. (3) Reactant: [CH2:1]([N:8]([C@H:18]1[CH2:22][O:21][C@@H:20]2[C@@H:23]([C:26]#[N:27])[CH2:24][O:25][C@H:19]12)[C:9]([NH:11][CH:12]1[CH2:17][CH2:16][CH2:15][CH2:14][CH2:13]1)=[O:10])[C:2]1[CH:7]=[CH:6][CH:5]=[CH:4][CH:3]=1.Cl.[H][H]. Product: [NH2:27][CH2:26][C@@H:23]1[C@H:20]2[O:21][CH2:22][C@H:18]([N:8]([CH2:1][C:2]3[CH:3]=[CH:4][CH:5]=[CH:6][CH:7]=3)[C:9]([NH:11][CH:12]3[CH2:13][CH2:14][CH2:15][CH2:16][CH2:17]3)=[O:10])[C@H:19]2[O:25][CH2:24]1.[NH2:27][CH2:26][C@@H:23]1[C@H:20]2[O:21][CH2:22][C@H:18]([NH:8][C:9]([NH:11][CH:12]3[CH2:17][CH2:16][CH2:15][CH2:14][CH2:13]3)=[O:10])[C@H:19]2[O:25][CH2:24]1. The catalyst class is: 29. (4) Reactant: [N:1]1([CH2:6][CH2:7][CH2:8][NH2:9])[CH:5]=[CH:4][N:3]=[CH:2]1.[S:10]1[CH:14]=[CH:13][CH:12]=[C:11]1[CH:15]=O.C([O:19][C:20](=O)[C:21](=[O:28])[CH2:22][CH2:23][CH2:24][CH2:25][CH2:26][CH3:27])C. Product: [OH:28][C:21]1[C:20](=[O:19])[N:9]([CH2:8][CH2:7][CH2:6][N:1]2[CH:5]=[CH:4][N:3]=[CH:2]2)[CH:15]([C:11]2[S:10][CH:14]=[CH:13][CH:12]=2)[C:22]=1[CH2:23][CH2:24][CH2:25][CH2:26][CH3:27]. The catalyst class is: 8. (5) Reactant: FC1(F)CCN([C:8]2[CH:21]=[C:20]3[C:11]([O:12][C:13]4[C:14](F)=[CH:15][C:16](OC)=[CH:17][C:18]=4[C@:19]43[N:26]=[C:25]([NH2:27])[CH2:24][O:23][CH2:22]4)=[CH:10][CH:9]=2)CC1.C(Cl)Cl.C(=O)([O-])[O-].[Cs+].[Cs+].[I-].[K+]. Product: [CH:21]1[C:20]2[C:19]3([N:26]=[C:25]([NH2:27])[CH2:24][O:23][CH2:22]3)[C:18]3[C:13](=[CH:14][CH:15]=[CH:16][CH:17]=3)[O:12][C:11]=2[CH:10]=[CH:9][CH:8]=1. The catalyst class is: 18.